Dataset: Peptide-MHC class I binding affinity with 185,985 pairs from IEDB/IMGT. Task: Regression. Given a peptide amino acid sequence and an MHC pseudo amino acid sequence, predict their binding affinity value. This is MHC class I binding data. (1) The peptide sequence is TLILSNKLLY. The MHC is HLA-A33:01 with pseudo-sequence HLA-A33:01. The binding affinity (normalized) is 0.0910. (2) The peptide sequence is RIYRKGNPL. The MHC is HLA-A02:01 with pseudo-sequence HLA-A02:01. The binding affinity (normalized) is 0.365. (3) The peptide sequence is MVIENGILK. The MHC is HLA-A03:01 with pseudo-sequence HLA-A03:01. The binding affinity (normalized) is 0.586. (4) The peptide sequence is FSFFMNENF. The MHC is HLA-A25:01 with pseudo-sequence HLA-A25:01. The binding affinity (normalized) is 0.0847. (5) The peptide sequence is SLLTGALNGI. The MHC is H-2-Kb with pseudo-sequence H-2-Kb. The binding affinity (normalized) is 0.00652. (6) The peptide sequence is SYSWTGALV. The MHC is Patr-A0901 with pseudo-sequence Patr-A0901. The binding affinity (normalized) is 0.589. (7) The peptide sequence is VFMDNAFKK. The MHC is HLA-A26:03 with pseudo-sequence HLA-A26:03. The binding affinity (normalized) is 0.0847.